From a dataset of Reaction yield outcomes from USPTO patents with 853,638 reactions. Predict the reaction yield, written as a fraction of the theoretical maximum amount of product (1.0 means a 100% yield; for example, 0.34 means a 34% yield). The yield is 1.00. The catalyst is CCO.O.[Fe]. The reactants are [Cl:1][C:2]1[CH:7]=[CH:6][C:5]([S:8]([NH:11][CH3:12])(=[O:10])=[O:9])=[CH:4][C:3]=1[N+:13]([O-])=O.[NH4+].[Cl-]. The product is [NH2:13][C:3]1[CH:4]=[C:5]([S:8]([NH:11][CH3:12])(=[O:9])=[O:10])[CH:6]=[CH:7][C:2]=1[Cl:1].